Predict which catalyst facilitates the given reaction. From a dataset of Catalyst prediction with 721,799 reactions and 888 catalyst types from USPTO. (1) Reactant: [CH2:1]([N:8]1[C:16]2[C:11](=[CH:12][C:13]([NH:18][C:19]3[N:28]=[CH:27][C:26]([CH:29]4[CH2:31][CH2:30]4)=[CH:25][C:20]=3[C:21]([O:23]C)=[O:22])=[CH:14][C:15]=2[CH3:17])[CH:10]=[CH:9]1)[C:2]1[CH:7]=[CH:6][CH:5]=[CH:4][CH:3]=1.[OH-].[Na+].Cl.C(OCC)(=O)C. Product: [CH2:1]([N:8]1[C:16]2[C:11](=[CH:12][C:13]([NH:18][C:19]3[N:28]=[CH:27][C:26]([CH:29]4[CH2:30][CH2:31]4)=[CH:25][C:20]=3[C:21]([OH:23])=[O:22])=[CH:14][C:15]=2[CH3:17])[CH:10]=[CH:9]1)[C:2]1[CH:3]=[CH:4][CH:5]=[CH:6][CH:7]=1. The catalyst class is: 111. (2) Reactant: [Br:1][C:2]1[CH:7]=[CH:6][C:5]([C:8]2[CH:13]=[CH:12][CH:11]=[CH:10][CH:9]=2)=[C:4]([CH3:14])[CH:3]=1.[Mn]([O-])(=O)(=O)=[O:16].[K+].[OH2:21]. Product: [Br:1][C:2]1[CH:3]=[C:4]([C:14]([OH:16])=[O:21])[C:5]([C:8]2[CH:13]=[CH:12][CH:11]=[CH:10][CH:9]=2)=[CH:6][CH:7]=1. The catalyst class is: 17. (3) Reactant: [CH3:1][O:2][C:3]1[CH:4]=[C:5]([NH:18][C:19](=[O:25])[O:20][C:21]([CH3:24])([CH3:23])[CH3:22])[CH:6]=[CH:7][C:8]=1B1OC(C)(C)C(C)(C)O1.Cl[C:27]1[C:32]([CH:33]=[O:34])=[CH:31][N:30]=[CH:29][CH:28]=1.P([O-])([O-])([O-])=O.[K+].[K+].[K+]. Product: [CH:33]([C:32]1[CH:31]=[N:30][CH:29]=[CH:28][C:27]=1[C:8]1[CH:7]=[CH:6][C:5]([NH:18][C:19](=[O:25])[O:20][C:21]([CH3:22])([CH3:23])[CH3:24])=[CH:4][C:3]=1[O:2][CH3:1])=[O:34]. The catalyst class is: 669.